Dataset: Catalyst prediction with 721,799 reactions and 888 catalyst types from USPTO. Task: Predict which catalyst facilitates the given reaction. Reactant: C(Cl)CCl.C1C=C[C:8]2[N:13](O)N=NC=2C=1.C1[C@H](N)[C@@H]([O:22][C@H:23]2[O:28][C@H:27](CN)[C@@H:26](O)[C@H:25](O)[C@H:24]2[NH2:33])[C@H](O)[C@@H](O)[C@@H]1N.Cl.C=O.C1[C@H]([NH2:46])[C@@H](O)C(O)[C@@H](O)[C@@H]1N. Product: [NH2:33][C@H:24]([C:23]([OH:22])=[O:28])[CH2:25][C:26]1[N:13]=[CH:8][NH:46][CH:27]=1. The catalyst class is: 3.